Dataset: Forward reaction prediction with 1.9M reactions from USPTO patents (1976-2016). Task: Predict the product of the given reaction. (1) Given the reactants [CH:1]([C@H:4]1[C:8]([C:15]2[CH:20]=[CH:19][CH:18]=[CH:17][CH:16]=2)([C:9]2[CH:14]=[CH:13][CH:12]=[CH:11][CH:10]=2)[O:7][C:6](=[O:21])[N:5]1[C:22](=[O:35])/[CH:23]=[CH:24]/[C:25]1[CH:30]=[CH:29][CH:28]=[CH:27][C:26]=1[C:31]([F:34])([F:33])[F:32])([CH3:3])[CH3:2].N12CCCN=C1CCCCC2.[N+:47]([CH3:50])([O-:49])=[O:48].Cl, predict the reaction product. The product is: [CH:1]([C@H:4]1[C:8]([C:15]2[CH:20]=[CH:19][CH:18]=[CH:17][CH:16]=2)([C:9]2[CH:10]=[CH:11][CH:12]=[CH:13][CH:14]=2)[O:7][C:6](=[O:21])[N:5]1[C:22](=[O:35])[CH2:23][C@@H:24]([C:25]1[CH:30]=[CH:29][CH:28]=[CH:27][C:26]=1[C:31]([F:32])([F:34])[F:33])[CH2:50][N+:47]([O-:49])=[O:48])([CH3:3])[CH3:2]. (2) Given the reactants Cl.[C:2]([C@@:4]1([CH:26]2[CH2:28][CH2:27]2)[CH2:8][CH2:7][N:6]([C:9]2[CH:14]=[CH:13][N:12]=[C:11]([NH:15][C:16]3[CH:20]=[C:19]([C:21](O)=[O:22])[N:18]([CH3:24])[N:17]=3)[CH:10]=2)[C:5]1=[O:25])#[N:3].C(N(CC)CC)C.[NH2:36][CH2:37][C:38]([CH3:41])([OH:40])[CH3:39].C(=O)([O-])O.[Na+], predict the reaction product. The product is: [C:2]([C@@:4]1([CH:26]2[CH2:28][CH2:27]2)[CH2:8][CH2:7][N:6]([C:9]2[CH:14]=[CH:13][N:12]=[C:11]([NH:15][C:16]3[CH:20]=[C:19]([C:21]([NH:36][CH2:37][C:38]([OH:40])([CH3:41])[CH3:39])=[O:22])[N:18]([CH3:24])[N:17]=3)[CH:10]=2)[C:5]1=[O:25])#[N:3].